This data is from Full USPTO retrosynthesis dataset with 1.9M reactions from patents (1976-2016). The task is: Predict the reactants needed to synthesize the given product. (1) Given the product [N+:21]([C:18]1[S:19][CH:20]=[C:16]([CH2:15][NH:14][CH:11]2[CH2:12][CH2:13][NH:8][CH2:9][CH2:10]2)[N:17]=1)([O-:23])=[O:22], predict the reactants needed to synthesize it. The reactants are: C(OC([N:8]1[CH2:13][CH2:12][CH:11]([NH:14][CH2:15][C:16]2[N:17]=[C:18]([N+:21]([O-:23])=[O:22])[S:19][CH:20]=2)[CH2:10][CH2:9]1)=O)(C)(C)C.Cl. (2) Given the product [CH2:10]([O:12][C@@H:13]([CH2:19][C:20]1[CH:21]=[CH:22][C:23]([CH2:26][CH2:27][OH:34])=[CH:24][CH:25]=1)[C:14]([O:16][CH2:17][CH3:18])=[O:15])[CH3:11], predict the reactants needed to synthesize it. The reactants are: B1C2CCCC1CCC2.[CH2:10]([O:12][C@@H:13]([CH2:19][C:20]1[CH:25]=[CH:24][C:23]([CH:26]=[CH2:27])=[CH:22][CH:21]=1)[C:14]([O:16][CH2:17][CH3:18])=[O:15])[CH3:11].O.O.C[N+]([O-:34])(C)C.